Dataset: Forward reaction prediction with 1.9M reactions from USPTO patents (1976-2016). Task: Predict the product of the given reaction. (1) Given the reactants [OH:1][CH2:2][C:3]1[O:4][C:5]2[CH:11]=[CH:10][C:9]([C:12]#[N:13])=[CH:8][C:6]=2[CH:7]=1.Cl.[NH2:15][OH:16].C(N(CC)C(C)C)(C)C, predict the reaction product. The product is: [OH:16][NH:15][C:12]([C:9]1[CH:10]=[CH:11][C:5]2[O:4][C:3]([CH2:2][OH:1])=[CH:7][C:6]=2[CH:8]=1)=[NH:13]. (2) The product is: [CH2:12]([O:11][C:9](=[O:10])[CH2:8][C:3]1[CH:4]=[CH:5][CH:6]=[CH:7][C:2]=1/[CH:16]=[CH:15]/[C:14]([O:18][C:19]([CH3:22])([CH3:21])[CH3:20])=[O:17])[CH3:13]. Given the reactants Br[C:2]1[CH:7]=[CH:6][CH:5]=[CH:4][C:3]=1[CH2:8][C:9]([O:11][CH2:12][CH3:13])=[O:10].[C:14]([O:18][C:19]([CH3:22])([CH3:21])[CH3:20])(=[O:17])[CH:15]=[CH2:16].C1(C(N)C2CCCCC2)CCCCC1.C(P(C(C)(C)C)C(C)(C)C)(C)(C)C, predict the reaction product. (3) Given the reactants [OH:1][C:2]1[C:11]2[C:6](=[CH:7][C:8]([CH2:12][C:13]3[CH:18]=[CH:17][CH:16]=[CH:15][CH:14]=3)=[CH:9][N:10]=2)[NH:5][C:4](=[O:19])[C:3]=1[C:20](OCC)=[O:21].[CH2:25]([NH2:33])[CH2:26][C:27]1[CH:32]=[CH:31][CH:30]=[CH:29][CH:28]=1, predict the reaction product. The product is: [OH:1][C:2]1[C:11]2[C:6](=[CH:7][C:8]([CH2:12][C:13]3[CH:18]=[CH:17][CH:16]=[CH:15][CH:14]=3)=[CH:9][N:10]=2)[NH:5][C:4](=[O:19])[C:3]=1[C:20]([NH:33][CH2:25][CH2:26][C:27]1[CH:32]=[CH:31][CH:30]=[CH:29][CH:28]=1)=[O:21]. (4) Given the reactants [CH3:1][C@@H:2]([C@@H:9]1[C@@:13]2([CH3:31])[CH2:14][CH2:15][CH:16]3[C@@:21]4([CH3:30])[CH2:22][CH2:23][CH:24]([O:26][C:27](Cl)=[O:28])[CH2:25][C:20]4=[CH:19][CH2:18][CH:17]3[CH:12]2[CH2:11][CH2:10]1)[CH2:3][CH2:4][CH2:5][CH:6]([CH3:8])[CH3:7].[CH3:32][N:33]([CH3:37])[CH2:34][CH2:35][NH2:36], predict the reaction product. The product is: [CH3:1][C@@H:2]([C@@H:9]1[C@@:13]2([CH3:31])[CH2:14][CH2:15][C@@H:16]3[C@@:21]4([CH3:30])[CH2:22][CH2:23][C@H:24]([O:26][C:27]([NH:36][CH2:35][CH2:34][N:33]([CH3:37])[CH3:32])=[O:28])[CH2:25][C:20]4=[CH:19][CH2:18][C@H:17]3[C@@H:12]2[CH2:11][CH2:10]1)[CH2:3][CH2:4][CH2:5][CH:6]([CH3:8])[CH3:7]. (5) Given the reactants C1C(=O)N(Cl)C(=O)C1.C(=O)([O-])[O-].[K+].[K+].[OH:15][C:16]1[CH:17]=[C:18]([CH:23]=[CH:24][C:25]=1[C:26](=[NH:28])[CH3:27])[C:19]([O:21][CH3:22])=[O:20], predict the reaction product. The product is: [CH3:27][C:26]1[C:25]2[CH:24]=[CH:23][C:18]([C:19]([O:21][CH3:22])=[O:20])=[CH:17][C:16]=2[O:15][N:28]=1. (6) Given the reactants [CH3:1][C:2]1[Se:6][C:5]([CH:7]=O)=[CH:4][CH:3]=1.[F:9][C:10]1[CH:11]=[C:12]2[C:16](=[CH:17][CH:18]=1)[NH:15][C:14](=[O:19])[CH2:13]2, predict the reaction product. The product is: [F:9][C:10]1[CH:11]=[C:12]2[C:16](=[CH:17][CH:18]=1)[NH:15][C:14](=[O:19])/[C:13]/2=[CH:7]\[C:5]1[Se:6][C:2]([CH3:1])=[CH:3][CH:4]=1. (7) The product is: [NH2:1][C:2]1[C:7]([C:8]#[N:9])=[C:6]([O:10][CH2:11][CH3:12])[N:5]=[C:4]([C:13]([NH:41][CH2:38][C:31]2[NH:32][CH:34]=[C:37]([CH3:47])[N:35]=2)=[O:15])[CH:3]=1. Given the reactants [NH2:1][C:2]1[C:7]([C:8]#[N:9])=[C:6]([O:10][CH2:11][CH3:12])[N:5]=[C:4]([C:13]([OH:15])=O)[CH:3]=1.F[B-](F)(F)F.N1(O[C:31]([N:35]([CH3:37])C)=[N+:32]([CH3:34])C)C2C=CC=CC=2N=N1.[CH:38]([N:41](C(C)C)CC)(C)C.[CH3:47]N(C)C(=O)C, predict the reaction product.